This data is from Peptide-MHC class I binding affinity with 185,985 pairs from IEDB/IMGT. The task is: Regression. Given a peptide amino acid sequence and an MHC pseudo amino acid sequence, predict their binding affinity value. This is MHC class I binding data. (1) The peptide sequence is SLAYNKFSI. The MHC is HLA-A02:01 with pseudo-sequence HLA-A02:01. The binding affinity (normalized) is 0.481. (2) The peptide sequence is MQQSGDEAF. The MHC is HLA-B58:01 with pseudo-sequence HLA-B58:01. The binding affinity (normalized) is 0.0847. (3) The MHC is HLA-A02:06 with pseudo-sequence HLA-A02:06. The peptide sequence is ALSGVFCGV. The binding affinity (normalized) is 0.639.